From a dataset of Forward reaction prediction with 1.9M reactions from USPTO patents (1976-2016). Predict the product of the given reaction. (1) Given the reactants [CH3:1][N:2]1CC[N:5]([CH2:8][C:9]2[CH:10]=[C:11]([C:15](=[O:33])/[CH:16]=[CH:17]/[C:18]3[N:23]=[C:22](/[CH:24]=[CH:25]/[C:26](OC(C)(C)C)=[O:27])[CH:21]=[CH:20][CH:19]=3)[CH:12]=[CH:13][CH:14]=2)[CH2:4][CH2:3]1.[CH2:34](Cl)[CH2:35]Cl.C1C=CC2[N:46]([OH:47])N=NC=2C=1.NOC1CCCCO1, predict the reaction product. The product is: [OH:47][NH:46][C:26](=[O:27])/[CH:25]=[CH:24]/[C:22]1[CH:21]=[CH:20][CH:19]=[C:18](/[CH:17]=[CH:16]/[C:15]([C:11]2[CH:12]=[CH:13][CH:14]=[C:9]([CH2:8][N:5]3[CH2:35][CH2:34][N:2]([CH3:1])[CH2:3][CH2:4]3)[CH:10]=2)=[O:33])[N:23]=1. (2) Given the reactants [CH3:1][C:2]([CH3:5])([O-:4])[CH3:3].[K+].[CH3:7][C:8]1[CH:16]=[CH:15][C:14]([C:17]([F:20])([F:19])[F:18])=[CH:13][C:9]=1[C:10](Cl)=[O:11].O, predict the reaction product. The product is: [CH3:7][C:8]1[CH:16]=[CH:15][C:14]([C:17]([F:18])([F:19])[F:20])=[CH:13][C:9]=1[C:10]([O:4][C:2]([CH3:5])([CH3:3])[CH3:1])=[O:11].